Dataset: Catalyst prediction with 721,799 reactions and 888 catalyst types from USPTO. Task: Predict which catalyst facilitates the given reaction. Reactant: Cl.[C:2]1([C@@H:8]2[CH2:10][C@H:9]2[NH2:11])[CH:7]=[CH:6][CH:5]=[CH:4][CH:3]=1.[N:12]1[CH:17]=[CH:16][CH:15]=[CH:14][C:13]=1[CH:18]=O.[BH-](OC(C)=O)(OC(C)=O)OC(C)=O.[Na+]. Product: [C:2]1([C@@H:8]2[CH2:10][C@H:9]2[NH:11][CH2:18][C:13]2[CH:14]=[CH:15][CH:16]=[CH:17][N:12]=2)[CH:7]=[CH:6][CH:5]=[CH:4][CH:3]=1. The catalyst class is: 34.